Dataset: NCI-60 drug combinations with 297,098 pairs across 59 cell lines. Task: Regression. Given two drug SMILES strings and cell line genomic features, predict the synergy score measuring deviation from expected non-interaction effect. (1) Cell line: OVCAR-8. Drug 2: CC12CCC(CC1=CCC3C2CCC4(C3CC=C4C5=CN=CC=C5)C)O. Drug 1: C1CCC(C1)C(CC#N)N2C=C(C=N2)C3=C4C=CNC4=NC=N3. Synergy scores: CSS=12.3, Synergy_ZIP=3.47, Synergy_Bliss=11.5, Synergy_Loewe=8.07, Synergy_HSA=9.53. (2) Drug 1: CC1CCC2CC(C(=CC=CC=CC(CC(C(=O)C(C(C(=CC(C(=O)CC(OC(=O)C3CCCCN3C(=O)C(=O)C1(O2)O)C(C)CC4CCC(C(C4)OC)OCCO)C)C)O)OC)C)C)C)OC. Drug 2: C#CCC(CC1=CN=C2C(=N1)C(=NC(=N2)N)N)C3=CC=C(C=C3)C(=O)NC(CCC(=O)O)C(=O)O. Cell line: CCRF-CEM. Synergy scores: CSS=54.5, Synergy_ZIP=7.79, Synergy_Bliss=4.30, Synergy_Loewe=-31.6, Synergy_HSA=-2.07. (3) Drug 1: C1=CC(=C2C(=C1NCCNCCO)C(=O)C3=C(C=CC(=C3C2=O)O)O)NCCNCCO. Drug 2: CN1C(=O)N2C=NC(=C2N=N1)C(=O)N. Cell line: CAKI-1. Synergy scores: CSS=49.6, Synergy_ZIP=1.18, Synergy_Bliss=-0.260, Synergy_Loewe=-54.1, Synergy_HSA=-1.11. (4) Drug 1: CN(C)N=NC1=C(NC=N1)C(=O)N. Drug 2: C1=C(C(=O)NC(=O)N1)N(CCCl)CCCl. Cell line: TK-10. Synergy scores: CSS=6.30, Synergy_ZIP=-3.74, Synergy_Bliss=3.46, Synergy_Loewe=-2.51, Synergy_HSA=2.25. (5) Drug 1: CN1C(=O)N2C=NC(=C2N=N1)C(=O)N. Drug 2: CN(CCCl)CCCl.Cl. Cell line: HCC-2998. Synergy scores: CSS=23.9, Synergy_ZIP=-4.18, Synergy_Bliss=-4.48, Synergy_Loewe=-12.2, Synergy_HSA=-0.253. (6) Drug 1: CC1CCC2CC(C(=CC=CC=CC(CC(C(=O)C(C(C(=CC(C(=O)CC(OC(=O)C3CCCCN3C(=O)C(=O)C1(O2)O)C(C)CC4CCC(C(C4)OC)O)C)C)O)OC)C)C)C)OC. Drug 2: B(C(CC(C)C)NC(=O)C(CC1=CC=CC=C1)NC(=O)C2=NC=CN=C2)(O)O. Cell line: A498. Synergy scores: CSS=17.6, Synergy_ZIP=-1.33, Synergy_Bliss=-0.278, Synergy_Loewe=-6.66, Synergy_HSA=0.725.